Dataset: NCI-60 drug combinations with 297,098 pairs across 59 cell lines. Task: Regression. Given two drug SMILES strings and cell line genomic features, predict the synergy score measuring deviation from expected non-interaction effect. Drug 1: CN1C(=O)N2C=NC(=C2N=N1)C(=O)N. Drug 2: C1=CC=C(C(=C1)C(C2=CC=C(C=C2)Cl)C(Cl)Cl)Cl. Cell line: M14. Synergy scores: CSS=-4.09, Synergy_ZIP=2.44, Synergy_Bliss=0.420, Synergy_Loewe=-3.96, Synergy_HSA=-3.14.